Dataset: Catalyst prediction with 721,799 reactions and 888 catalyst types from USPTO. Task: Predict which catalyst facilitates the given reaction. Product: [F:1][C:2]1[C:15]([F:16])=[C:14]([F:17])[C:13]([F:18])=[CH:12][C:3]=1[C:4]([C:6](=[CH:19][NH:36][C:37]([CH3:42])([CH3:41])[CH2:38][CH2:39][OH:40])[C:7]([O:9][CH2:10][CH3:11])=[O:8])=[O:5]. The catalyst class is: 11. Reactant: [F:1][C:2]1[C:15]([F:16])=[C:14]([F:17])[C:13]([F:18])=[CH:12][C:3]=1[C:4]([CH2:6][C:7]([O:9][CH2:10][CH3:11])=[O:8])=[O:5].[CH3:19]C(OC(C)=O)=O.C(OCC)(OCC)OCC.[NH2:36][C:37]([CH3:42])([CH3:41])[CH2:38][CH2:39][OH:40].